This data is from Full USPTO retrosynthesis dataset with 1.9M reactions from patents (1976-2016). The task is: Predict the reactants needed to synthesize the given product. (1) Given the product [CH2:1]([N:4]1[C:12]2[C:7](=[CH:8][C:9]([NH2:13])=[CH:10][CH:11]=2)[CH2:6][CH2:5]1)[CH3:2], predict the reactants needed to synthesize it. The reactants are: [C:1]([N:4]1[C:12]2[C:7](=[CH:8][C:9]([NH2:13])=[CH:10][CH:11]=2)[CH2:6][CH2:5]1)(=O)[CH3:2].[H-].[H-].[H-].[H-].[Li+].[Al+3]. (2) The reactants are: [CH3:1][O:2][C:3]([C:5]1[CH:10]=[C:9]([Br:11])[C:8](=[O:12])[N:7]([CH2:13][C:14]2[S:15][CH:16]=[CH:17][N:18]=2)[C:6]=1[CH2:19]Br)=[O:4].[CH3:21][O:22][C:23](=[O:36])[CH2:24][NH:25][S:26]([C:29]1[CH:34]=[CH:33][C:32]([CH3:35])=[CH:31][CH:30]=1)(=[O:28])=[O:27].[I-].[Na+].C(=O)([O-])[O-].[K+].[K+]. Given the product [CH3:1][O:2][C:3]([C:5]1[CH:10]=[C:9]([Br:11])[C:8](=[O:12])[N:7]([CH2:13][C:14]2[S:15][CH:16]=[CH:17][N:18]=2)[C:6]=1[CH2:19][N:25]([CH2:24][C:23]([O:22][CH3:21])=[O:36])[S:26]([C:29]1[CH:30]=[CH:31][C:32]([CH3:35])=[CH:33][CH:34]=1)(=[O:28])=[O:27])=[O:4], predict the reactants needed to synthesize it. (3) Given the product [C:35]([O:34][C:32](=[O:33])[N:11]([CH2:10][C@@H:9]([C:5]1[CH:6]=[CH:7][CH:8]=[C:3]([Cl:2])[CH:4]=1)[OH:31])[C@@H:12]([CH2:13][C:14]1[CH:15]=[CH:16][C:17]([O:18][C:19]2[C:20]([C:21]#[N:22])=[CH:23][CH:24]=[CH:25][N:26]=2)=[CH:27][CH:28]=1)[CH2:29][OH:30])([CH3:38])([CH3:37])[CH3:36], predict the reactants needed to synthesize it. The reactants are: Cl.[Cl:2][C:3]1[CH:4]=[C:5]([C@@H:9]([OH:31])[CH2:10][NH:11][C@H:12]([CH2:29][OH:30])[CH2:13][C:14]2[CH:28]=[CH:27][C:17]([O:18][C:19]3[N:26]=[CH:25][CH:24]=[CH:23][C:20]=3[C:21]#[N:22])=[CH:16][CH:15]=2)[CH:6]=[CH:7][CH:8]=1.[C:32](O[C:32]([O:34][C:35]([CH3:38])([CH3:37])[CH3:36])=[O:33])([O:34][C:35]([CH3:38])([CH3:37])[CH3:36])=[O:33].C(N(CC)CC)C.O. (4) Given the product [Cl:1][C:2]1[CH:7]=[CH:6][CH:5]=[CH:4][C:3]=1[C:8]1[N:13]=[C:12]([O:14][CH2:31][C:32](=[O:37])[C:33]([CH3:36])([CH3:35])[CH3:34])[C:11]([C:15]([C:17]2[N:18]([CH3:22])[CH:19]=[CH:20][N:21]=2)=[O:16])=[CH:10][C:9]=1[C:23]1[CH:28]=[CH:27][C:26]([Cl:29])=[CH:25][CH:24]=1, predict the reactants needed to synthesize it. The reactants are: [Cl:1][C:2]1[CH:7]=[CH:6][CH:5]=[CH:4][C:3]=1[C:8]1[NH:13][C:12](=[O:14])[C:11]([C:15]([C:17]2[N:18]([CH3:22])[CH:19]=[CH:20][N:21]=2)=[O:16])=[CH:10][C:9]=1[C:23]1[CH:28]=[CH:27][C:26]([Cl:29])=[CH:25][CH:24]=1.Br[CH2:31][C:32](=[O:37])[C:33]([CH3:36])([CH3:35])[CH3:34].C([O-])([O-])=O.[Cs+].[Cs+].